Dataset: Reaction yield outcomes from USPTO patents with 853,638 reactions. Task: Predict the reaction yield, written as a fraction of the theoretical maximum amount of product (1.0 means a 100% yield; for example, 0.34 means a 34% yield). (1) The product is [C:25]1([CH2:31][C:32]([N:44]2[CH2:49][CH2:48][CH:47]([CH2:50][N:51]3[C:59]4[C:54](=[CH:55][C:56]([C:60]5[CH:61]=[N:62][N:63]([CH:65]6[CH2:70][CH2:69][CH2:68][CH2:67][O:66]6)[CH:64]=5)=[CH:57][CH:58]=4)[CH:53]=[N:52]3)[CH2:46][CH2:45]2)=[O:34])[CH:26]=[CH:27][CH:28]=[CH:29][CH:30]=1. The catalyst is CN(C=O)C.C(OCC)(=O)C. The reactants are CN(C(ON1N=NC2C=CC=NC1=2)=[N+](C)C)C.F[P-](F)(F)(F)(F)F.[C:25]1([CH2:31][C:32]([OH:34])=O)[CH:30]=[CH:29][CH:28]=[CH:27][CH:26]=1.CCN(C(C)C)C(C)C.[NH:44]1[CH2:49][CH2:48][CH:47]([CH2:50][N:51]2[C:59]3[C:54](=[CH:55][C:56]([C:60]4[CH:61]=[N:62][N:63]([CH:65]5[CH2:70][CH2:69][CH2:68][CH2:67][O:66]5)[CH:64]=4)=[CH:57][CH:58]=3)[CH:53]=[N:52]2)[CH2:46][CH2:45]1. The yield is 0.790. (2) The reactants are [C:1]([O:9]CC)(=O)[CH2:2][C:3]([O:5][CH2:6][CH3:7])=[O:4].[H-].[Na+].[H][H].[CH2:16]([N:23]1[C:28]2[CH:29]=[CH:30][C:31]([Cl:33])=[CH:32][C:27]=2[C:26](=O)[O:25]C1=O)[C:17]1[CH:22]=[CH:21][CH:20]=[CH:19][CH:18]=1.Cl. The catalyst is CC(N(C)C)=O. The product is [CH2:6]([O:5][C:3]([C:2]1[C:1](=[O:9])[N:23]([CH2:16][C:17]2[CH:18]=[CH:19][CH:20]=[CH:21][CH:22]=2)[C:28]2[C:27]([C:26]=1[OH:25])=[CH:32][C:31]([Cl:33])=[CH:30][CH:29]=2)=[O:4])[CH3:7]. The yield is 0.860.